Dataset: Forward reaction prediction with 1.9M reactions from USPTO patents (1976-2016). Task: Predict the product of the given reaction. Given the reactants [CH2:1]([O:3][C:4](=[O:21])[C:5]([CH:7]1[C:12](=O)[CH2:11][CH2:10][N:9]([C:14]([O:16][C:17]([CH3:20])([CH3:19])[CH3:18])=[O:15])[CH2:8]1)=O)[CH3:2].[NH2:22][NH2:23].O, predict the reaction product. The product is: [NH:22]1[C:12]2[CH2:11][CH2:10][N:9]([C:14]([O:16][C:17]([CH3:20])([CH3:19])[CH3:18])=[O:15])[CH2:8][C:7]=2[C:5]([C:4]([O:3][CH2:1][CH3:2])=[O:21])=[N:23]1.